Dataset: Catalyst prediction with 721,799 reactions and 888 catalyst types from USPTO. Task: Predict which catalyst facilitates the given reaction. (1) Reactant: C[O:2][C:3](=[O:39])[C@H:4]([CH2:29][C:30]1[C:38]2[C:33](=[CH:34][CH:35]=[CH:36][CH:37]=2)[NH:32][CH:31]=1)[NH:5][C:6](=[O:28])[CH2:7][CH2:8][C:9](=[O:27])[C@@H:10]([NH:18][C:19](=[O:26])[C:20]1[CH:25]=[CH:24][CH:23]=[CH:22][CH:21]=1)[CH2:11][C:12]1[CH:17]=[CH:16][CH:15]=[CH:14][CH:13]=1.C1COCC1.CO.[Li+].[OH-]. Product: [C:19]([NH:18][C@@H:10]([CH2:11][C:12]1[CH:17]=[CH:16][CH:15]=[CH:14][CH:13]=1)[C:9](=[O:27])[CH2:8][CH2:7][C:6]([NH:5][C@H:4]([C:3]([OH:39])=[O:2])[CH2:29][C:30]1[C:38]2[C:33](=[CH:34][CH:35]=[CH:36][CH:37]=2)[NH:32][CH:31]=1)=[O:28])(=[O:26])[C:20]1[CH:25]=[CH:24][CH:23]=[CH:22][CH:21]=1. The catalyst class is: 15. (2) Reactant: C(OC(=O)[NH:7][C:8]1[CH:13]=[CH:12][N:11]=[C:10]([CH2:14][N:15]2[CH2:20][CH2:19][O:18][CH2:17][CH2:16]2)[CH:9]=1)(C)(C)C.C(O)(C(F)(F)F)=O. Product: [N:15]1([CH2:14][C:10]2[CH:9]=[C:8]([NH2:7])[CH:13]=[CH:12][N:11]=2)[CH2:20][CH2:19][O:18][CH2:17][CH2:16]1. The catalyst class is: 2. (3) Reactant: [CH3:1][O:2][C:3]([NH:5][C@@H:6]1[CH:14]2[C:15](=[O:22])[CH2:16][C@H:17]([C:19]([OH:21])=O)[CH2:18][N:12]3[C:13]2=[C:9]([CH:10]=[CH:11]3)[CH2:8][CH2:7]1)=[O:4].FC(F)(F)C(O)=O.[NH2:30][CH2:31][C:32]([C:34]1[CH:39]=[CH:38][C:37]([C:40]2[CH:49]=[N:48][C:47]3[C:42](=[CH:43][CH:44]=[C:45]([Br:50])[CH:46]=3)[N:41]=2)=[CH:36][CH:35]=1)=[O:33].CN(C(ON1N=NC2C=CC=NC1=2)=[N+](C)C)C.F[P-](F)(F)(F)(F)F.C(Cl)Cl. Product: [Br:50][C:45]1[CH:46]=[C:47]2[C:42](=[CH:43][CH:44]=1)[N:41]=[C:40]([C:37]1[CH:36]=[CH:35][C:34]([C:32](=[O:33])[CH2:31][NH:30][C:19]([C@@H:17]3[CH2:18][N:12]4[C:13]5[CH:14]([C@@H:6]([NH:5][C:3](=[O:4])[O:2][CH3:1])[CH2:7][CH2:8][C:9]=5[CH:10]=[CH:11]4)[C:15](=[O:22])[CH2:16]3)=[O:21])=[CH:39][CH:38]=1)[CH:49]=[N:48]2. The catalyst class is: 3.